This data is from Peptide-MHC class II binding affinity with 134,281 pairs from IEDB. The task is: Regression. Given a peptide amino acid sequence and an MHC pseudo amino acid sequence, predict their binding affinity value. This is MHC class II binding data. The peptide sequence is VQLIAAVPGKNVVNV. The MHC is HLA-DQA10201-DQB10301 with pseudo-sequence HLA-DQA10201-DQB10301. The binding affinity (normalized) is 0.637.